From a dataset of Reaction yield outcomes from USPTO patents with 853,638 reactions. Predict the reaction yield, written as a fraction of the theoretical maximum amount of product (1.0 means a 100% yield; for example, 0.34 means a 34% yield). (1) The reactants are [Br:1][C:2]1[CH:9]=[C:8]([S:10][C:11]2[CH:16]=[CH:15][CH:14]=[C:13]([Cl:17])[CH:12]=2)[CH:7]=[CH:6][C:3]=1[CH:4]=[O:5].[BH4-].[Na+].C([O-])(O)=O.[Na+]. The catalyst is CO. The product is [Br:1][C:2]1[CH:9]=[C:8]([S:10][C:11]2[CH:16]=[CH:15][CH:14]=[C:13]([Cl:17])[CH:12]=2)[CH:7]=[CH:6][C:3]=1[CH2:4][OH:5]. The yield is 0.900. (2) The reactants are [CH2:1]1[CH2:6][C@H:5]([C:7]([OH:9])=[O:8])[CH2:4][CH2:3][C@H:2]1[CH2:10][NH2:11].[C:12]([O:20][CH2:21][O:22][C:23](ON1C(=O)CCC1=O)=[O:24])(=[O:19])[C:13]1[CH:18]=[CH:17][CH:16]=[CH:15][CH:14]=1. The catalyst is CC(OC)(C)C.CC(C)=O.O. The product is [C:12]([O:20][CH2:21][O:22][C:23]([NH:11][CH2:10][C@H:2]1[CH2:3][CH2:4][C@H:5]([C:7]([OH:9])=[O:8])[CH2:6][CH2:1]1)=[O:24])(=[O:19])[C:13]1[CH:18]=[CH:17][CH:16]=[CH:15][CH:14]=1. The yield is 0.660. (3) The reactants are [OH:1][CH:2]1[CH2:7][CH2:6][N:5]([CH3:8])[CH2:4][CH2:3]1.[C:9]([OH:13])(=[O:12])[CH:10]=[CH2:11]. The catalyst is ClCCl. The product is [OH:1][CH:2]1[CH2:7][CH2:6][N+:5]([CH2:11][CH2:10][C:9]([O-:13])=[O:12])([CH3:8])[CH2:4][CH2:3]1. The yield is 0.900. (4) The reactants are [Cl:1][C:2]1[CH:7]=[C:6](I)[CH:5]=[CH:4][N:3]=1.[Cl:9][C:10]1[CH:15]=[CH:14][CH:13]=[CH:12][C:11]=1[C:16]1[C:20]([C:21]([O:23][CH3:24])=[O:22])=[CH:19][NH:18][N:17]=1.CN[C@@H]1CCCC[C@H]1NC.C(=O)([O-])[O-].[K+].[K+]. The catalyst is O1CCOCC1.[Cu]I. The product is [Cl:9][C:10]1[CH:15]=[CH:14][CH:13]=[CH:12][C:11]=1[C:16]1[C:20]([C:21]([O:23][CH3:24])=[O:22])=[CH:19][N:18]([C:6]2[CH:5]=[CH:4][N:3]=[C:2]([Cl:1])[CH:7]=2)[N:17]=1. The yield is 0.720. (5) The reactants are [OH:1][C:2]1[CH:7]=[CH:6][C:5]([C:8]2[C:9]([CH2:21][O:22][C:23]([C:25]3[S:26][C:27]([CH3:30])=[CH:28][CH:29]=3)=[O:24])=[C:10]3[C:15](=[CH:16][CH:17]=2)[NH:14][C:13]([CH3:19])([CH3:18])[CH:12]=[C:11]3[CH3:20])=[C:4]([O:31][CH3:32])[CH:3]=1.C(N(CC)CC)C.[N:40]1[CH:45]=[CH:44][CH:43]=[C:42]([N:46]=[C:47]=[O:48])[CH:41]=1. The catalyst is C(Cl)Cl. The product is [CH3:32][O:31][C:4]1[CH:3]=[C:2]([O:1][C:47]([NH:46][C:42]2[CH:41]=[N:40][CH:45]=[CH:44][CH:43]=2)=[O:48])[CH:7]=[CH:6][C:5]=1[C:8]1[C:9]([CH2:21][O:22][C:23]([C:25]2[S:26][C:27]([CH3:30])=[CH:28][CH:29]=2)=[O:24])=[C:10]2[C:15](=[CH:16][CH:17]=1)[NH:14][C:13]([CH3:18])([CH3:19])[CH:12]=[C:11]2[CH3:20]. The yield is 0.570. (6) The reactants are Cl.[NH2:2][C:3]1[N:12]=[C:11]([NH2:13])[C:10]2[C:5](=[N:6][CH:7]=[C:8]([CH2:14]O)[N:9]=2)[N:4]=1.[Br-].[Br-].C1(P(C2C=CC=CC=2)C2C=CC=CC=2)C=CC=CC=1.[CH3:37][NH:38][C:39]1[CH:47]=[CH:46][C:42]([C:43]([OH:45])=[O:44])=[CH:41][CH:40]=1.CCN(C(C)C)C(C)C. The catalyst is O.[OH-].[Na+]. The product is [NH2:2][C:3]1[N:12]=[C:11]([NH2:13])[C:10]2[C:5](=[N:6][CH:7]=[C:8]([CH2:14][N:38]([C:39]3[CH:47]=[CH:46][C:42]([C:43]([OH:45])=[O:44])=[CH:41][CH:40]=3)[CH3:37])[N:9]=2)[N:4]=1. The yield is 0.560. (7) The reactants are Br[C:2]1[CH:8]=[C:7]([N+:9]([O-:11])=[O:10])[CH:6]=[CH:5][C:3]=1[NH2:4].[C:12]([CH:14]1[CH2:16][CH2:15]1)#[CH:13]. The catalyst is C(N(CC)CC)C.[Cu]I.Cl[Pd](Cl)([P](C1C=CC=CC=1)(C1C=CC=CC=1)C1C=CC=CC=1)[P](C1C=CC=CC=1)(C1C=CC=CC=1)C1C=CC=CC=1. The product is [CH:14]1([C:12]#[C:13][C:2]2[CH:8]=[C:7]([N+:9]([O-:11])=[O:10])[CH:6]=[CH:5][C:3]=2[NH2:4])[CH2:16][CH2:15]1. The yield is 0.230. (8) The reactants are O1CCCC1.[O:6]([C:13]1[CH:18]=[CH:17][C:16]([CH2:19][C:20](Cl)=[N:21][OH:22])=[CH:15][N:14]=1)[C:7]1[CH:12]=[CH:11][CH:10]=[CH:9][CH:8]=1.[C:24]([C:26]1[C:27]([NH2:32])=[N:28][CH:29]=[CH:30][CH:31]=1)#[CH:25].C(N(CC)CC)C. The catalyst is O. The product is [O:6]([C:13]1[N:14]=[CH:15][C:16]([CH2:19][C:20]2[CH:25]=[C:24]([C:26]3[C:27]([NH2:32])=[N:28][CH:29]=[CH:30][CH:31]=3)[O:22][N:21]=2)=[CH:17][CH:18]=1)[C:7]1[CH:12]=[CH:11][CH:10]=[CH:9][CH:8]=1. The yield is 0.310. (9) The reactants are [F:1][C:2]1[CH:20]=[C:19]([O:21][CH2:22][C:23]2[N:24]=[C:25]([C:28]3[CH:36]=[CH:35][C:31]([C:32]([OH:34])=O)=[CH:30][CH:29]=3)[S:26][CH:27]=2)[C:5]2[CH:6]=[C:7]([C:9]3[N:10]=[C:11]4[N:15]([CH:16]=3)[N:14]=[C:13]([O:17][CH3:18])[S:12]4)[O:8][C:4]=2[CH:3]=1.C(N(C(C)C)CC)(C)C.[CH2:46]([NH:48][CH2:49][CH2:50][C:51]#[N:52])[CH3:47].CN(C(ON1N=NC2C=CC=NC1=2)=[N+](C)C)C.F[P-](F)(F)(F)(F)F. The catalyst is CN(C)C=O. The product is [C:51]([CH2:50][CH2:49][N:48]([CH2:46][CH3:47])[C:32](=[O:34])[C:31]1[CH:35]=[CH:36][C:28]([C:25]2[S:26][CH:27]=[C:23]([CH2:22][O:21][C:19]3[C:5]4[CH:6]=[C:7]([C:9]5[N:10]=[C:11]6[N:15]([CH:16]=5)[N:14]=[C:13]([O:17][CH3:18])[S:12]6)[O:8][C:4]=4[CH:3]=[C:2]([F:1])[CH:20]=3)[N:24]=2)=[CH:29][CH:30]=1)#[N:52]. The yield is 0.740. (10) The product is [Cl:1][C:2]1[CH:3]=[C:4]([NH:9][CH:20]=[C:14]([C:13]([O:12][CH2:10][CH3:11])=[O:24])[C:15]([O:17][CH2:18][CH3:19])=[O:16])[CH:5]=[CH:6][C:7]=1[I:8]. The catalyst is C(O)C. The yield is 0.945. The reactants are [Cl:1][C:2]1[CH:3]=[C:4]([NH2:9])[CH:5]=[CH:6][C:7]=1[I:8].[CH2:10]([O:12][C:13](=[O:24])[C:14](=[CH:20]OCC)[C:15]([O:17][CH2:18][CH3:19])=[O:16])[CH3:11].